Dataset: Reaction yield outcomes from USPTO patents with 853,638 reactions. Task: Predict the reaction yield, written as a fraction of the theoretical maximum amount of product (1.0 means a 100% yield; for example, 0.34 means a 34% yield). (1) The reactants are [Br:1][C:2]1[CH:3]=[C:4]([N+:9]([O-:11])=[O:10])[C:5](Cl)=[N:6][CH:7]=1.[CH3:12][O-:13].[Na+]. The catalyst is CO. The product is [Br:1][C:2]1[CH:3]=[C:4]([N+:9]([O-:11])=[O:10])[C:5]([O:13][CH3:12])=[N:6][CH:7]=1. The yield is 0.734. (2) The catalyst is C1COCC1.CCOC(C)=O. The yield is 1.00. The product is [Cl:1][C:2]1[C:10]([Cl:11])=[CH:9][C:5]([CH2:6][OH:7])=[CH:4][C:3]=1[O:12][CH3:13]. The reactants are [Cl:1][C:2]1[C:10]([Cl:11])=[CH:9][C:5]([C:6](O)=[O:7])=[CH:4][C:3]=1[O:12][CH3:13].B.C1COCC1. (3) The reactants are [CH2:1]([OH:6])[CH:2]=[CH:3][CH2:4][OH:5].N1C=CN=C1.[C:12]([Si:16](Cl)([C:23]1[CH:28]=[CH:27][CH:26]=[CH:25][CH:24]=1)[C:17]1[CH:22]=[CH:21][CH:20]=[CH:19][CH:18]=1)([CH3:15])([CH3:14])[CH3:13].C(OCC)(=O)C. The catalyst is ClCCl.CN(C)C=O. The product is [Si:16]([O:5][CH2:4][CH:3]=[CH:2][CH2:1][OH:6])([C:12]([CH3:15])([CH3:14])[CH3:13])([C:23]1[CH:24]=[CH:25][CH:26]=[CH:27][CH:28]=1)[C:17]1[CH:22]=[CH:21][CH:20]=[CH:19][CH:18]=1. The yield is 0.420. (4) The catalyst is S(=O)(=O)(O)O. The product is [Cl:1][C:2]1[C:7]([O:8][CH3:9])=[CH:6][C:5]([N+:14]([O-:16])=[O:15])=[C:4]([NH:10][C:11](=[O:13])[CH3:12])[CH:3]=1. The yield is 0.240. The reactants are [Cl:1][C:2]1[CH:3]=[C:4]([NH:10][C:11](=[O:13])[CH3:12])[CH:5]=[CH:6][C:7]=1[O:8][CH3:9].[N+:14]([O-])([OH:16])=[O:15]. (5) The reactants are [NH2:1][CH2:2][CH:3]([NH:13][C:14]([C:16]1[S:32][C:19]2=[N:20][C:21]3[CH2:22][CH2:23][CH:24]([C:28]([CH3:31])([CH3:30])[CH3:29])[CH2:25][C:26]=3[CH:27]=[C:18]2[CH:17]=1)=[O:15])[C:4]1[CH:9]=[CH:8][CH:7]=[C:6]([N+:10]([O-:12])=[O:11])[CH:5]=1.C(N(CC)CC)C.[C:40](O[C:40]([O:42][C:43]([CH3:46])([CH3:45])[CH3:44])=[O:41])([O:42][C:43]([CH3:46])([CH3:45])[CH3:44])=[O:41]. The catalyst is C(Cl)Cl. The product is [C:43]([O:42][C:40](=[O:41])[NH:1][CH2:2][CH:3]([NH:13][C:14]([C:16]1[S:32][C:19]2=[N:20][C:21]3[CH2:22][CH2:23][CH:24]([C:28]([CH3:29])([CH3:31])[CH3:30])[CH2:25][C:26]=3[CH:27]=[C:18]2[CH:17]=1)=[O:15])[C:4]1[CH:9]=[CH:8][CH:7]=[C:6]([N+:10]([O-:12])=[O:11])[CH:5]=1)([CH3:46])([CH3:45])[CH3:44]. The yield is 0.850.